This data is from NCI-60 drug combinations with 297,098 pairs across 59 cell lines. The task is: Regression. Given two drug SMILES strings and cell line genomic features, predict the synergy score measuring deviation from expected non-interaction effect. (1) Drug 1: C1=C(C(=O)NC(=O)N1)F. Drug 2: C1=NNC2=C1C(=O)NC=N2. Cell line: MCF7. Synergy scores: CSS=21.0, Synergy_ZIP=-0.331, Synergy_Bliss=-2.25, Synergy_Loewe=-7.19, Synergy_HSA=0.520. (2) Drug 1: CCC1(CC2CC(C3=C(CCN(C2)C1)C4=CC=CC=C4N3)(C5=C(C=C6C(=C5)C78CCN9C7C(C=CC9)(C(C(C8N6C=O)(C(=O)OC)O)OC(=O)C)CC)OC)C(=O)OC)O.OS(=O)(=O)O. Cell line: UACC62. Drug 2: C1=NNC2=C1C(=O)NC=N2. Synergy scores: CSS=3.83, Synergy_ZIP=-2.13, Synergy_Bliss=-0.611, Synergy_Loewe=0.914, Synergy_HSA=0.919.